This data is from NCI-60 drug combinations with 297,098 pairs across 59 cell lines. The task is: Regression. Given two drug SMILES strings and cell line genomic features, predict the synergy score measuring deviation from expected non-interaction effect. (1) Drug 1: CN(C)C1=NC(=NC(=N1)N(C)C)N(C)C. Drug 2: CC1C(C(CC(O1)OC2CC(CC3=C2C(=C4C(=C3O)C(=O)C5=CC=CC=C5C4=O)O)(C(=O)C)O)N)O. Cell line: UACC-257. Synergy scores: CSS=48.2, Synergy_ZIP=-1.45, Synergy_Bliss=-1.00, Synergy_Loewe=-35.3, Synergy_HSA=1.64. (2) Drug 1: CC1=C(C=C(C=C1)NC(=O)C2=CC=C(C=C2)CN3CCN(CC3)C)NC4=NC=CC(=N4)C5=CN=CC=C5. Drug 2: C1CC(=O)NC(=O)C1N2C(=O)C3=CC=CC=C3C2=O. Cell line: SF-295. Synergy scores: CSS=-12.1, Synergy_ZIP=6.18, Synergy_Bliss=3.62, Synergy_Loewe=-5.61, Synergy_HSA=-5.11. (3) Drug 1: C(CN)CNCCSP(=O)(O)O. Drug 2: COCCOC1=C(C=C2C(=C1)C(=NC=N2)NC3=CC=CC(=C3)C#C)OCCOC.Cl. Cell line: COLO 205. Synergy scores: CSS=13.0, Synergy_ZIP=-1.36, Synergy_Bliss=1.06, Synergy_Loewe=3.87, Synergy_HSA=-0.0480.